Dataset: Experimentally validated miRNA-target interactions with 360,000+ pairs, plus equal number of negative samples. Task: Binary Classification. Given a miRNA mature sequence and a target amino acid sequence, predict their likelihood of interaction. (1) Result: 0 (no interaction). The miRNA is mmu-miR-466i-5p with sequence UGUGUGUGUGUGUGUGUGUG. The protein sequence of the target gene is MVDMMDLPRSRINAGMLAQFIDKPVCFVGRLEKIHPTGKMFILSDGEGKNGTIELMEPLDEEISGIVEVVGRVTAKATILCTSYVQFKEDSHPFDLGLYNEAVKIIHDFPQFYPLGIVQHD. (2) The miRNA is hsa-miR-6798-3p with sequence CUACCCCCCAUCCCCCUGUAG. The protein sequence of the target gene is MVRVRAVVMARDDSSGGWLPVGGGGLSQVSVCRVRGARPEGGARQGHYVIHGERLRDQKTTLECTLRPGLVYNKVNPIFHHWSLGDCKFGLTFQSPAEADEFQKSLLAALAALSRGSLTPSSSSSSSSPSQDTAETPCPLTSHVDSDSSSSHSRQETPPTAPIATVESAAAFPLATRPQRRRSSAQSYPPLLPFTGIPEPSESLAGAGSQGWGSRGYEDYRRSGPPPPPLALSTCVVRFAKTGALRGAALGPPVSLPAPLTEAAPPAPPARPPPGPGPTPAPAKASPEAEEAARCVHCRA.... Result: 0 (no interaction). (3) The miRNA is hsa-miR-6734-5p with sequence UUGAGGGGAGAAUGAGGUGGAGA. The protein sequence of the target gene is MRPGGFLGAGQRLSRAMSRCVLEPRPPGKRWMVAGLGNPGLPGTRHSVGMAVLGQLARRLGVAESWTRDRHCAADLALAPLGDAQLVLLRPRRLMNANGRSVARAAELFGLTAEEVYLVHDELDKPLGRLALKLGGSARGHNGVRSCISCLNSNAMPRLRVGIGRPAHPEAVQAHVLGCFSPAEQELLPLLLDRATDLILDHIRERSQGPSLGP. Result: 0 (no interaction). (4) The miRNA is hsa-miR-6780a-5p with sequence UUGGGAGGGAAGACAGCUGGAGA. The protein sequence of the target gene is MAAPRGRAAPWTTALLLLLASQVLSPGSCADEEEVPEEWVLLHVVQGQIGAGNYSYLRLNHEGKIVLRMRSLKGDADLYVSASSLHPSFDDYELQSATCGPDAVSIPAHFRRPVGIGVYGHPSHLESEFEMKVYYDGTVEQHPFGEAAYPADGADAGQKHAGAPEDASQEEESVLWTILISILKLVLEILF. Result: 0 (no interaction). (5) The miRNA is hsa-miR-149-5p with sequence UCUGGCUCCGUGUCUUCACUCCC. The protein sequence of the target gene is MARSRLPATSLRKPWKLDRQKLPSPDSGHSLLCGWSPGGKARPAGNTGAWAPAEQFFPASNRTREGGGLWPPLPLQSSPAAPTMLDSSAAEQVTRLTLKLLGQKLEQERQNVEGGPEGLHLEPGNEDRPDDALQTALKRRRDLLQRLREQHLLDELSRAQAWSGPSRGALGSALPPELPPTGILPTASPSPLAPDPPRIILPTVPQPPATIIQQLPQQPLIAQIPPPQAFPTQRSGSIKEDMVELLLLQNAQVHQLVLQNWMLKALPPALQDPPHVPPRVPRAARPRLPAVHHHHHHHHA.... Result: 1 (interaction). (6) The miRNA is hsa-miR-6076 with sequence AGCAUGACAGAGGAGAGGUGG. The protein sequence of the target gene is MEESKTLKSENHEPKKNVICEESKAVQVIGNQTLKARNDKSVKEIENSSPNRNSSKKNKQNDICIEKTEVKSCKVNAANLPGPKDLGLVLRDQSHCKAKKFPNSPVKAEKATISQAKSEKATSLQAKAEKSPKSPNSVKAEKASSYQMKSEKVPSSPAEAEKGPSLLLKDMRQKTELQQIGKKIPSSFTSVDKVNIEAVGGEKCALQNSPRSQKQQTCTDNTGDSDDSASGIEDVSDDLSKMKNDESNKENSSEMDYLENATVIDESALTPEQRLGLKQAEERLERDHIFRLEKRSPEYT.... Result: 0 (no interaction). (7) The miRNA is hsa-miR-3943 with sequence UAGCCCCCAGGCUUCACUUGGCG. The protein sequence of the target gene is MVPATGQLALLALGILLAVCQALENSTSPLSDSPVAAAVVSHFNKCPDSHTQYCFHGTCRFLVQEEKPACVCHSGYVGVRCEHADLLAVVAASQKKQAITALVVVSIVALAVLIITCVLIHCCQLRKHCEWCRALVCRHEKPSALLKGRTACCHSETVV. Result: 0 (no interaction).